From a dataset of Peptide-MHC class I binding affinity with 185,985 pairs from IEDB/IMGT. Regression. Given a peptide amino acid sequence and an MHC pseudo amino acid sequence, predict their binding affinity value. This is MHC class I binding data. (1) The peptide sequence is FRKAQIQGL. The binding affinity (normalized) is 0. The MHC is HLA-A24:02 with pseudo-sequence HLA-A24:02. (2) The binding affinity (normalized) is 0.0847. The MHC is HLA-A26:03 with pseudo-sequence HLA-A26:03. The peptide sequence is KYTHFFSGF. (3) The peptide sequence is APAKHRAML. The MHC is HLA-B07:02 with pseudo-sequence HLA-B07:02. The binding affinity (normalized) is 0.677. (4) The peptide sequence is LSCAASGF. The MHC is HLA-A23:01 with pseudo-sequence HLA-A23:01. The binding affinity (normalized) is 0.0204. (5) The MHC is HLA-B15:03 with pseudo-sequence HLA-B15:03. The binding affinity (normalized) is 1.00. The peptide sequence is SMFAFSLSV. (6) The peptide sequence is RYWRLRYRI. The MHC is HLA-A03:01 with pseudo-sequence HLA-A03:01. The binding affinity (normalized) is 0.0847.